Dataset: Full USPTO retrosynthesis dataset with 1.9M reactions from patents (1976-2016). Task: Predict the reactants needed to synthesize the given product. (1) Given the product [CH3:1][C:2]([CH3:18])([CH3:17])[CH2:3][N:4]1[CH2:9][CH2:8][N:7]([C:10]2[CH:15]=[CH:14][C:13]([NH:16][C:28](=[O:29])[C:27](=[O:26])[C:31]3[N:39]4[C:34]([CH2:35][CH2:36][CH2:37][CH2:38]4)=[CH:33][C:32]=3[C:40]3[CH:41]=[CH:42][CH:43]=[CH:44][CH:45]=3)=[CH:12][CH:11]=2)[CH2:6][CH2:5]1, predict the reactants needed to synthesize it. The reactants are: [CH3:1][C:2]([CH3:18])([CH3:17])[CH2:3][N:4]1[CH2:9][CH2:8][N:7]([C:10]2[CH:15]=[CH:14][C:13]([NH2:16])=[CH:12][CH:11]=2)[CH2:6][CH2:5]1.C(N(CC)CC)C.[O:26]=[C:27]([C:31]1[N:39]2[C:34]([CH2:35][CH2:36][CH2:37][CH2:38]2)=[CH:33][C:32]=1[C:40]1[CH:45]=[CH:44][CH:43]=[CH:42][CH:41]=1)[C:28](Cl)=[O:29]. (2) Given the product [CH3:30][O:29][C:27](=[O:28])[C:26]1[CH:31]=[C:22]([O:12][C:9]2[CH:8]=[CH:7][C:6]([N:5]([CH2:1][CH2:2][CH2:3][CH3:4])[C:13]3[CH:18]=[CH:17][C:16]([F:19])=[C:15]([F:20])[CH:14]=3)=[CH:11][CH:10]=2)[CH:23]=[CH:24][C:25]=1[N+:32]([O-:34])=[O:33], predict the reactants needed to synthesize it. The reactants are: [CH2:1]([N:5]([C:13]1[CH:18]=[CH:17][C:16]([F:19])=[C:15]([F:20])[CH:14]=1)[C:6]1[CH:11]=[CH:10][C:9]([OH:12])=[CH:8][CH:7]=1)[CH2:2][CH2:3][CH3:4].F[C:22]1[CH:23]=[CH:24][C:25]([N+:32]([O-:34])=[O:33])=[C:26]([CH:31]=1)[C:27]([O:29][CH3:30])=[O:28]. (3) Given the product [C:1]([O:5][C:6]([NH:8][C:9]1[N:14]=[C:13]([CH2:15][CH2:16][CH:17]2[CH2:18][CH2:19][N:20]([C:23]([O:25][C:26]([CH3:29])([CH3:28])[CH3:27])=[O:24])[CH2:21][CH2:22]2)[CH:12]=[CH:11][CH:10]=1)=[O:7])([CH3:3])([CH3:4])[CH3:2], predict the reactants needed to synthesize it. The reactants are: [C:1]([O:5][C:6]([NH:8][C:9]1[N:14]=[C:13]([CH:15]=[CH:16][CH:17]2[CH2:22][CH2:21][N:20]([C:23]([O:25][C:26]([CH3:29])([CH3:28])[CH3:27])=[O:24])[CH2:19][CH2:18]2)[CH:12]=[CH:11][CH:10]=1)=[O:7])([CH3:4])([CH3:3])[CH3:2].[H][H]. (4) Given the product [C:36]([O:40][CH2:41][N:14]1[C:11]2=[N:12][CH:13]=[C:8]([C:5]3[CH:6]=[CH:7][C:2]([Cl:1])=[CH:3][CH:4]=3)[CH:9]=[C:10]2[C:16]([C:17](=[O:18])[C:19]2[C:24]([F:25])=[CH:23][CH:22]=[C:21]([NH:26][S:27]([CH2:30][CH2:31][CH3:32])(=[O:28])=[O:29])[C:20]=2[F:33])=[CH:15]1)(=[O:39])[CH2:37][CH3:38], predict the reactants needed to synthesize it. The reactants are: [Cl:1][C:2]1[CH:7]=[CH:6][C:5]([C:8]2[CH:9]=[C:10]3[C:16]([C:17]([C:19]4[C:20]([F:33])=[C:21]([NH:26][S:27]([CH2:30][CH2:31][CH3:32])(=[O:29])=[O:28])[CH:22]=[CH:23][C:24]=4[F:25])=[O:18])=[CH:15][NH:14][C:11]3=[N:12][CH:13]=2)=[CH:4][CH:3]=1.[OH-].[K+].[C:36]([O:40][CH2:41]Cl)(=[O:39])[CH2:37][CH3:38]. (5) Given the product [Cl:28][C:29]1[CH:38]=[CH:37][CH:36]=[C:35]([Cl:39])[C:30]=1[C:31]1[CH:2]=[C:1]([C:3]2[CH:4]=[C:5]([NH:9][C:10](=[O:20])[CH2:11][NH:12][C:13](=[O:19])[O:14][C:15]([CH3:16])([CH3:17])[CH3:18])[CH:6]=[CH:7][CH:8]=2)[O:33][N:32]=1, predict the reactants needed to synthesize it. The reactants are: [C:1]([C:3]1[CH:4]=[C:5]([NH:9][C:10](=[O:20])[CH2:11][NH:12][C:13](=[O:19])[O:14][C:15]([CH3:18])([CH3:17])[CH3:16])[CH:6]=[CH:7][CH:8]=1)#[CH:2].C(N(CC)CC)C.[Cl:28][C:29]1[CH:38]=[CH:37][CH:36]=[C:35]([Cl:39])[C:30]=1[C:31](Cl)=[N:32][OH:33]. (6) The reactants are: [NH2:1][C:2]1[CH:3]=[C:4]2[C:12](=[CH:13][CH:14]=1)[N:11]([CH2:15][C:16]1[CH:21]=[CH:20][CH:19]=[CH:18][CH:17]=1)[C:10]1[CH:9]=[C:8]([C:22]3[C:23]([CH3:28])=[N:24][O:25][C:26]=3[CH3:27])[CH:7]=[C:6]([C:29]([NH2:31])=[O:30])[C:5]2=1.Br[CH2:33][CH2:34][F:35].C(=O)([O-])[O-].[Na+].[Na+]. Given the product [CH2:15]([N:11]1[C:10]2[CH:9]=[C:8]([C:22]3[C:23]([CH3:28])=[N:24][O:25][C:26]=3[CH3:27])[CH:7]=[C:6]([C:29]([NH2:31])=[O:30])[C:5]=2[C:4]2[C:12]1=[CH:13][CH:14]=[C:2]([NH:1][CH2:33][CH2:34][F:35])[CH:3]=2)[C:16]1[CH:17]=[CH:18][CH:19]=[CH:20][CH:21]=1, predict the reactants needed to synthesize it. (7) Given the product [CH2:3]=[CH2:4].[CH2:6]=[CH:7][CH3:8].[CH2:6]=[CH:7][CH2:8][CH2:9][CH2:10][CH2:11][CH2:12][CH3:13], predict the reactants needed to synthesize it. The reactants are: C=C.[CH2:3]=[CH:4]C.[CH2:6]=[CH:7][CH2:8][CH2:9][CH2:10][CH2:11][CH2:12][CH3:13]. (8) Given the product [C:18]([O:17][C:15](=[O:16])[NH:14][C:11]1[CH:12]=[CH:13][C:8]([CH2:7][C:6]2[CH:5]=[C:4]([OH:3])[N:27]=[C:25]([SH:26])[N:24]=2)=[CH:9][CH:10]=1)([CH3:21])([CH3:20])[CH3:19], predict the reactants needed to synthesize it. The reactants are: C([O:3][C:4](=O)[CH2:5][C:6](=O)[CH2:7][C:8]1[CH:13]=[CH:12][C:11]([NH:14][C:15]([O:17][C:18]([CH3:21])([CH3:20])[CH3:19])=[O:16])=[CH:10][CH:9]=1)C.[NH2:24][C:25]([NH2:27])=[S:26].CC(C)([O-])C.[K+].Cl. (9) Given the product [CH3:21][C@H:19]1[NH:20][C:24](=[O:26])[N:17]([C:14]2[CH:13]=[N:12][C:11]([O:10][C:6]3[CH:7]=[CH:8][CH:9]=[C:4]([CH:2]([CH3:1])[CH3:3])[CH:5]=3)=[N:16][CH:15]=2)[C:18]1=[O:22], predict the reactants needed to synthesize it. The reactants are: [CH3:1][CH:2]([C:4]1[CH:5]=[C:6]([O:10][C:11]2[N:16]=[CH:15][C:14]([NH:17][C:18](=[O:22])[C@@H:19]([CH3:21])[NH2:20])=[CH:13][N:12]=2)[CH:7]=[CH:8][CH:9]=1)[CH3:3].Cl[C:24](Cl)([O:26]C(=O)OC(Cl)(Cl)Cl)Cl.C(N(CC)CC)C.O.